The task is: Predict the reactants needed to synthesize the given product.. This data is from Full USPTO retrosynthesis dataset with 1.9M reactions from patents (1976-2016). Given the product [Cl:14][C:8]1[C:9]([Cl:13])=[CH:10][CH:11]=[CH:12][C:7]=1[C:5]1[N:6]=[C:2]([N:18]2[CH2:17][CH2:16][N:15]([C:21]([O:23][C:24]([CH3:27])([CH3:26])[CH3:25])=[O:22])[CH2:20][CH2:19]2)[S:3][CH:4]=1, predict the reactants needed to synthesize it. The reactants are: Br[C:2]1[S:3][CH:4]=[C:5]([C:7]2[CH:12]=[CH:11][CH:10]=[C:9]([Cl:13])[C:8]=2[Cl:14])[N:6]=1.[N:15]1([C:21]([O:23][C:24]([CH3:27])([CH3:26])[CH3:25])=[O:22])[CH2:20][CH2:19][NH:18][CH2:17][CH2:16]1.C(=O)([O-])[O-].[K+].[K+].O.